Dataset: Full USPTO retrosynthesis dataset with 1.9M reactions from patents (1976-2016). Task: Predict the reactants needed to synthesize the given product. (1) The reactants are: [C:1]([OH:7])([C:3]([F:6])([F:5])[F:4])=[O:2].C(OC([N:15]1[CH2:18][CH:17]([NH:19][C:20](=[O:37])[CH2:21][NH:22][C:23]2[C:31]3[C:26](=[CH:27][CH:28]=[C:29]([C:32]([F:35])([F:34])[F:33])[CH:30]=3)[N:25]([CH3:36])[N:24]=2)[CH2:16]1)=O)(C)(C)C. Given the product [OH:7][C:1]([C:3]([F:6])([F:5])[F:4])=[O:2].[NH:15]1[CH2:16][CH:17]([NH:19][C:20](=[O:37])[CH2:21][NH:22][C:23]2[C:31]3[C:26](=[CH:27][CH:28]=[C:29]([C:32]([F:33])([F:35])[F:34])[CH:30]=3)[N:25]([CH3:36])[N:24]=2)[CH2:18]1, predict the reactants needed to synthesize it. (2) Given the product [C:25]([C:28]1[CH:35]=[CH:34][CH:33]=[CH:32][C:29]=1[CH:30]=[CH:20][C:21]([O:23][CH3:24])=[O:22])([OH:27])=[O:26], predict the reactants needed to synthesize it. The reactants are: C1(P(=[CH:20][C:21]([O:23][CH3:24])=[O:22])(C2C=CC=CC=2)C2C=CC=CC=2)C=CC=CC=1.[C:25]([C:28]1[CH:35]=[CH:34][CH:33]=[CH:32][C:29]=1[CH:30]=O)([OH:27])=[O:26]. (3) Given the product [C:1]([O:4][CH2:5][C:6]1[CH:11]=[CH:10][CH:9]=[C:8]([CH2:12][CH2:13][OH:14])[CH:7]=1)(=[O:3])[CH3:2], predict the reactants needed to synthesize it. The reactants are: [C:1]([O:4][CH2:5][C:6]1[CH:11]=[CH:10][CH:9]=[C:8]([CH2:12][CH2:13][O:14]C2CCCCO2)[CH:7]=1)(=[O:3])[CH3:2]. (4) Given the product [Br:19][CH2:15][C:11]1[N:10]([S:7]([C:4]2[CH:5]=[CH:6][C:1]([CH3:17])=[CH:2][CH:3]=2)(=[O:9])=[O:8])[CH:14]=[CH:13][N:12]=1, predict the reactants needed to synthesize it. The reactants are: [C:1]1([CH3:17])[CH:6]=[CH:5][C:4]([S:7]([N:10]2[CH:14]=[CH:13][N:12]=[C:11]2[CH2:15]O)(=[O:9])=[O:8])=[CH:3][CH:2]=1.C(Br)(Br)(Br)[Br:19].C1(P(C2C=CC=CC=2)C2C=CC=CC=2)C=CC=CC=1. (5) Given the product [F:3][C:4]1([F:17])[CH2:5][CH2:6][C:7]([CH2:15][F:16])([C:10]([OH:12])=[O:11])[CH2:8][CH2:9]1, predict the reactants needed to synthesize it. The reactants are: [OH-].[Na+].[F:3][C:4]1([F:17])[CH2:9][CH2:8][C:7]([CH2:15][F:16])([C:10]([O:12]CC)=[O:11])[CH2:6][CH2:5]1. (6) Given the product [Br:18][CH2:1][C:2]1[CH:7]=[CH:6][C:5]([C:8](=[O:10])[CH3:9])=[CH:4][CH:3]=1, predict the reactants needed to synthesize it. The reactants are: [CH3:1][C:2]1[CH:7]=[CH:6][C:5]([C:8](=[O:10])[CH3:9])=[CH:4][CH:3]=1.C1C(=O)N([Br:18])C(=O)C1.CC(N=NC(C#N)(C)C)(C#N)C. (7) Given the product [CH3:21][N:13]1[C:12]2[CH:18]=[CH:19][C:9]([B:4]3[O:3][C:2]([CH3:20])([CH3:1])[C:6]([CH3:7])([CH3:8])[O:5]3)=[CH:10][C:11]=2[O:16][CH2:15][C:14]1=[O:17], predict the reactants needed to synthesize it. The reactants are: [CH3:1][C:2]1([CH3:20])[C:6]([CH3:8])([CH3:7])[O:5][B:4]([C:9]2[CH:19]=[CH:18][C:12]3[NH:13][C:14](=[O:17])[CH2:15][O:16][C:11]=3[CH:10]=2)[O:3]1.[C:21](=O)([O-])[O-].[K+].[K+].CI. (8) Given the product [N+:12]([C:5]1[CH:4]=[CH:3][C:2]([NH:15][C@H:16]2[CH2:21][CH2:20][C@H:19]([C:22]([OH:24])=[O:23])[CH2:18][CH2:17]2)=[CH:7][C:6]=1[C:8]([F:11])([F:10])[F:9])([O-:14])=[O:13], predict the reactants needed to synthesize it. The reactants are: F[C:2]1[CH:3]=[CH:4][C:5]([N+:12]([O-:14])=[O:13])=[C:6]([C:8]([F:11])([F:10])[F:9])[CH:7]=1.[NH2:15][C@H:16]1[CH2:21][CH2:20][C@H:19]([C:22]([OH:24])=[O:23])[CH2:18][CH2:17]1. (9) The reactants are: Br[C:2]1[CH:3]=[C:4]([C:8]2(O)[C:17]3[C:12](=[CH:13][CH:14]=[C:15]4[O:20][C:19]([CH3:22])([CH3:21])[CH2:18][C:16]4=3)[CH2:11][C:10]([CH3:24])([CH3:23])[NH:9]2)[CH:5]=[CH:6][CH:7]=1.CC1(C)C(C)(C)OB([C:34]2[CH:43]=[CH:42][C:37]([NH:38][C:39](=[O:41])[CH3:40])=[CH:36][CH:35]=2)O1.C(=O)([O-])[O-:46].[Na+].[Na+]. Given the product [OH:46][C:14]1[CH:13]=[C:12]2[C:17](=[C:16]3[CH2:18][C:19]([CH3:22])([CH3:21])[O:20][C:15]=13)[C:8]([C:4]1[CH:3]=[C:2]([C:34]3[CH:43]=[CH:42][C:37]([NH:38][C:39](=[O:41])[CH3:40])=[CH:36][CH:35]=3)[CH:7]=[CH:6][CH:5]=1)=[N:9][C:10]([CH3:23])([CH3:24])[CH2:11]2, predict the reactants needed to synthesize it.